The task is: Predict the reactants needed to synthesize the given product.. This data is from Full USPTO retrosynthesis dataset with 1.9M reactions from patents (1976-2016). (1) Given the product [C:27]([NH:30][C:31]1[CH:36]=[CH:35][C:34]([C:2]2[CH:3]=[C:4]([C:14]([NH:16][CH2:17][C:18]3[C:19](=[O:26])[NH:20][C:21]([CH3:25])=[CH:22][C:23]=3[CH3:24])=[O:15])[C:5]3[CH:10]=[N:9][N:8]([CH:11]([CH3:13])[CH3:12])[C:6]=3[N:7]=2)=[CH:33][CH:32]=1)(=[O:29])[CH3:28], predict the reactants needed to synthesize it. The reactants are: Cl[C:2]1[CH:3]=[C:4]([C:14]([NH:16][CH2:17][C:18]2[C:19](=[O:26])[NH:20][C:21]([CH3:25])=[CH:22][C:23]=2[CH3:24])=[O:15])[C:5]2[CH:10]=[N:9][N:8]([CH:11]([CH3:13])[CH3:12])[C:6]=2[N:7]=1.[C:27]([NH:30][C:31]1[CH:36]=[CH:35][C:34](B(O)O)=[CH:33][CH:32]=1)(=[O:29])[CH3:28].C(=O)(O)[O-].[Na+].O. (2) Given the product [NH2:1][CH:2]([CH2:3][CH2:4][CH2:5][CH2:6][NH:7][C:11](=[O:12])[C:13]1[CH:18]=[CH:17][CH:16]=[CH:15][CH:14]=1)[C:8]([OH:10])=[O:9], predict the reactants needed to synthesize it. The reactants are: [NH2:1][C@H:2]([C:8]([OH:10])=[O:9])[CH2:3][CH2:4][CH2:5][CH2:6][NH2:7].[C:11](Cl)([C:13]1[CH:18]=[CH:17][CH:16]=[CH:15][CH:14]=1)=[O:12].[OH-].[Na+]. (3) Given the product [CH:1]([C:4]1[NH:5][C:6]2[C:11]([C:12]=1[CH2:13][C:14]([O:16][CH2:25][CH3:26])=[O:15])=[C:10]([N+:17]([O-:19])=[O:18])[CH:9]=[CH:8][CH:7]=2)([CH3:3])[CH3:2], predict the reactants needed to synthesize it. The reactants are: [CH:1]([C:4]1[NH:5][C:6]2[C:11]([C:12]=1[CH2:13][C:14]([OH:16])=[O:15])=[C:10]([N+:17]([O-:19])=[O:18])[CH:9]=[CH:8][CH:7]=2)([CH3:3])[CH3:2].OS(O)(=O)=O.[CH3:25][CH2:26]O.